This data is from Full USPTO retrosynthesis dataset with 1.9M reactions from patents (1976-2016). The task is: Predict the reactants needed to synthesize the given product. (1) Given the product [NH2:1][C:2]1[CH:7]=[C:6]([CH2:8][N:9]2[CH2:10][CH2:11][N:12]([C:15]([O:17][C:18]([CH3:20])([CH3:19])[CH3:21])=[O:16])[CH2:13][CH2:14]2)[C:5]([Br:22])=[CH:4][C:3]=1[C:23]([OH:25])=[O:24], predict the reactants needed to synthesize it. The reactants are: [NH2:1][C:2]1[C:3]([C:23]([O:25]CC)=[O:24])=[CH:4][C:5]([Br:22])=[C:6]([CH2:8][N:9]2[CH2:14][CH2:13][N:12]([C:15]([O:17][C:18]([CH3:21])([CH3:20])[CH3:19])=[O:16])[CH2:11][CH2:10]2)[CH:7]=1.NC1C(Br)=CC(C(F)(F)F)=CC=1C(O)=O.[OH-].[K+]. (2) Given the product [S:40]1[CH:41]=[C:37]([CH2:36][N:26]([C@@H:27]([CH3:35])[CH:28]([O:32][CH2:33][CH3:34])[O:29][CH2:30][CH3:31])[C:24](=[O:25])[C@@H:23]([NH:22][C:19](=[O:21])[CH2:18][N:2]([CH3:1])[NH:3][C:4]([NH:5][CH2:6][C:7]2[C:16]3[C:11](=[CH:12][CH:13]=[CH:14][CH:15]=3)[CH:10]=[CH:9][CH:8]=2)=[O:17])[CH3:46])[C:38]2[CH:45]=[CH:44][CH:43]=[CH:42][C:39]1=2, predict the reactants needed to synthesize it. The reactants are: [CH3:1][N:2]([CH2:18][C:19]([OH:21])=O)[NH:3][C:4](=[O:17])[NH:5][CH2:6][C:7]1[C:16]2[C:11](=[CH:12][CH:13]=[CH:14][CH:15]=2)[CH:10]=[CH:9][CH:8]=1.[NH2:22][C@@H:23]([CH3:46])[C:24]([N:26]([CH2:36][C:37]1[C:38]2[CH:45]=[CH:44][CH:43]=[CH:42][C:39]=2[S:40][CH:41]=1)[C@@H:27]([CH3:35])[CH:28]([O:32][CH2:33][CH3:34])[O:29][CH2:30][CH3:31])=[O:25]. (3) Given the product [Br:9][C:6]1[CH:7]=[C:2]([Br:1])[N:3]=[C:4]([C:11]2[CH:16]=[CH:15][C:14]([F:17])=[CH:13][C:12]=2[Cl:18])[C:5]=1[CH3:10], predict the reactants needed to synthesize it. The reactants are: [Br:1][C:2]1[C:7](N)=[C:6]([Br:9])[C:5]([CH3:10])=[C:4]([C:11]2[CH:16]=[CH:15][C:14]([F:17])=[CH:13][C:12]=2[Cl:18])[N:3]=1.C(ON=O)(C)(C)C. (4) Given the product [C:9]([O:13][C:14]([NH:16][C@H:17]([CH:21]1[CH2:23][CH2:22]1)[C:18]([NH:36][CH2:35][C:34]([O:33][CH3:32])=[O:37])=[O:20])=[O:15])([CH3:10])([CH3:11])[CH3:12], predict the reactants needed to synthesize it. The reactants are: ClC(OCC(C)C)=O.[C:9]([O:13][C:14]([NH:16][C@H:17]([CH:21]1[CH2:23][CH2:22]1)[C:18]([OH:20])=O)=[O:15])([CH3:12])([CH3:11])[CH3:10].CCN(CC)CC.Cl.[CH3:32][O:33][C:34](=[O:37])[CH2:35][NH2:36].